Dataset: Forward reaction prediction with 1.9M reactions from USPTO patents (1976-2016). Task: Predict the product of the given reaction. Given the reactants C([O:8][N:9]1[C:13](=[O:14])[CH2:12][C@@H:11]([NH:15][S:16]([N:19]2[CH2:24][CH2:23][N:22]([C:25]3[CH:30]=[CH:29][C:28]([C:31]([F:34])([F:33])[F:32])=[CH:27][CH:26]=3)[CH2:21][CH2:20]2)(=[O:18])=[O:17])[C:10]1=[O:35])C1C=CC=CC=1, predict the reaction product. The product is: [OH:8][N:9]1[C:13](=[O:14])[CH2:12][C@@H:11]([NH:15][S:16]([N:19]2[CH2:20][CH2:21][N:22]([C:25]3[CH:26]=[CH:27][C:28]([C:31]([F:34])([F:33])[F:32])=[CH:29][CH:30]=3)[CH2:23][CH2:24]2)(=[O:17])=[O:18])[C:10]1=[O:35].